From a dataset of Full USPTO retrosynthesis dataset with 1.9M reactions from patents (1976-2016). Predict the reactants needed to synthesize the given product. Given the product [OH:4][C@:5]1([CH3:1])[CH2:15][C@@:14]2([CH3:17])[O:16][C@@:6]31[C@@H:18]1[C@@H:10]([N:11]([C:20]4[CH:27]=[CH:26][C:23]([C:24]#[N:25])=[C:22]([C:28]([F:29])([F:30])[F:31])[CH:21]=4)[C:12](=[O:19])[C@H:13]21)[O:9][CH2:8][CH2:7]3, predict the reactants needed to synthesize it. The reactants are: [CH3:1][Mg]Br.[OH:4][C@H:5]1[CH2:15][C@@:14]2([CH3:17])[O:16][C@@:6]31[C@@H:18]1[C@@H:10]([N:11]([C:20]4[CH:27]=[CH:26][C:23]([C:24]#[N:25])=[C:22]([C:28]([F:31])([F:30])[F:29])[CH:21]=4)[C:12](=[O:19])[C@H:13]21)[O:9][CH2:8][CH2:7]3.